This data is from Forward reaction prediction with 1.9M reactions from USPTO patents (1976-2016). The task is: Predict the product of the given reaction. (1) The product is: [CH3:1][O:2][C:3]1[N:8]=[C:7]([CH2:9][CH2:10][NH2:11])[CH:6]=[CH:5][CH:4]=1. Given the reactants [CH3:1][O:2][C:3]1[N:8]=[C:7]([CH2:9][C:10]#[N:11])[CH:6]=[CH:5][CH:4]=1.N.CO, predict the reaction product. (2) Given the reactants [CH2:1]([C:3]([C:23]1[CH:24]=[C:25]2[C:30](=[CH:31][CH:32]=1)[CH:29]=[C:28]([C:33](O)=[O:34])[CH:27]=[CH:26]2)([C:6]1[CH:11]=[CH:10][C:9]([O:12][CH:13]([CH2:20][CH3:21])[CH:14]([OH:19])[C:15]([CH3:18])([CH3:17])[CH3:16])=[C:8]([CH3:22])[CH:7]=1)[CH2:4][CH3:5])[CH3:2].Cl.[CH2:37]([O:39][C:40](=[O:44])[CH2:41][NH:42][CH3:43])[CH3:38], predict the reaction product. The product is: [CH2:37]([O:39][C:40](=[O:44])[CH2:41][N:42]([C:33]([C:28]1[CH:27]=[CH:26][C:25]2[C:30](=[CH:31][CH:32]=[C:23]([C:3]([CH2:1][CH3:2])([C:6]3[CH:11]=[CH:10][C:9]([O:12][CH:13]([CH2:20][CH3:21])[CH:14]([OH:19])[C:15]([CH3:16])([CH3:17])[CH3:18])=[C:8]([CH3:22])[CH:7]=3)[CH2:4][CH3:5])[CH:24]=2)[CH:29]=1)=[O:34])[CH3:43])[CH3:38]. (3) The product is: [CH2:27]([O:26][C:24](=[O:25])[CH2:23][C:22]1[NH:13][C:12]2[CH:14]=[C:8]([N:5]3[CH2:6][CH2:7][N:2]([CH3:1])[CH2:3][CH2:4]3)[CH:9]=[CH:10][C:11]=2[N:15]=1)[CH3:28]. Given the reactants [CH3:1][N:2]1[CH2:7][CH2:6][N:5]([C:8]2[CH:9]=[CH:10][C:11]([N+:15]([O-])=O)=[C:12]([CH:14]=2)[NH2:13])[CH2:4][CH2:3]1.Cl.C(O[C:22](=N)[CH2:23][C:24]([O:26][CH2:27][CH3:28])=[O:25])C.[OH-].[Na+], predict the reaction product. (4) Given the reactants [C:1]([N:4]1[C:13]2[C:8](=[CH:9][C:10]([C:14]3[CH:19]=[CH:18][C:17]([CH2:20][C:21](O)=[O:22])=[CH:16][CH:15]=3)=[CH:11][CH:12]=2)[C@H:7]([NH:24][C:25]([O:27][CH:28]([CH3:30])[CH3:29])=[O:26])[CH2:6][C@@H:5]1[CH3:31])(=[O:3])[CH3:2].CN(C(ON1N=NC2C=CC=NC1=2)=[N+](C)C)C.F[P-](F)(F)(F)(F)F.CCN(C(C)C)C(C)C.[NH2:65][CH2:66][CH2:67][NH:68][C:69](=[O:75])[O:70][C:71]([CH3:74])([CH3:73])[CH3:72], predict the reaction product. The product is: [C:1]([N:4]1[C:13]2[C:8](=[CH:9][C:10]([C:14]3[CH:19]=[CH:18][C:17]([CH2:20][C:21]([NH:65][CH2:66][CH2:67][NH:68][C:69]([O:70][C:71]([CH3:72])([CH3:74])[CH3:73])=[O:75])=[O:22])=[CH:16][CH:15]=3)=[CH:11][CH:12]=2)[C@H:7]([NH:24][C:25](=[O:26])[O:27][CH:28]([CH3:29])[CH3:30])[CH2:6][C@@H:5]1[CH3:31])(=[O:3])[CH3:2]. (5) Given the reactants [OH:1][CH2:2][C:3]1[CH:8]=[CH:7][C:6](B(O)O)=[CH:5][CH:4]=1.[C:12]1([C:18]2[N:19]=[CH:20][NH:21][CH:22]=2)[CH:17]=[CH:16][CH:15]=[CH:14][CH:13]=1.C(N(CC)CC)C.N1C=CC=CC=1, predict the reaction product. The product is: [C:12]1([C:18]2[N:19]=[CH:20][N:21]([C:6]3[CH:7]=[CH:8][C:3]([CH2:2][OH:1])=[CH:4][CH:5]=3)[CH:22]=2)[CH:13]=[CH:14][CH:15]=[CH:16][CH:17]=1. (6) The product is: [N:12]1([C:9]2[CH:8]=[CH:7][C:6]([C:5]([OH:18])=[O:4])=[CH:11][CH:10]=2)[CH2:13][CH2:14][O:15][CH2:16][CH2:17]1. Given the reactants [Li+].[OH-].C[O:4][C:5](=[O:18])[C:6]1[CH:11]=[CH:10][C:9]([N:12]2[CH2:17][CH2:16][O:15][CH2:14][CH2:13]2)=[CH:8][CH:7]=1.O.Cl, predict the reaction product. (7) The product is: [CH3:17][O:16][C:10]1[CH:9]=[C:8]([CH:13]=[CH:12][C:11]=1[O:14][CH3:15])[CH2:7][NH:6][C:4]([C:3]1[C:2]([C:25]2[CH:24]=[N:23][CH:28]=[CH:27][CH:26]=2)=[N:21][CH:20]=[C:19]([C:50]2[CH:51]=[C:52]([CH3:54])[CH:53]=[C:48]([CH3:47])[CH:49]=2)[CH:18]=1)=[O:5]. Given the reactants Cl[C:2]1[N:21]=[CH:20][C:19](Cl)=[CH:18][C:3]=1[C:4]([NH:6][CH2:7][C:8]1[CH:13]=[CH:12][C:11]([O:14][CH3:15])=[C:10]([O:16][CH3:17])[CH:9]=1)=[O:5].[N:23]1[CH:28]=[CH:27][CH:26]=[C:25](B(O)O)[CH:24]=1.C1(CNCC2CCCCC2)CCCCC1.[CH3:47][C:48]1[CH:49]=[C:50](B(O)O)[CH:51]=[C:52]([CH3:54])[CH:53]=1, predict the reaction product. (8) Given the reactants [Br:1][C:2]1[C:3]([CH3:13])=[N:4][C:5]([C:8]2[N:12]=[CH:11][NH:10][N:9]=2)=[CH:6][CH:7]=1.[O:14]1[CH:19]=[CH:18][CH2:17][CH2:16][CH2:15]1.CS(O)(=O)=O, predict the reaction product. The product is: [Br:1][C:2]1[C:3]([CH3:13])=[N:4][C:5]([C:8]2[N:12]=[CH:11][N:10]([CH:15]3[CH2:16][CH2:17][CH2:18][CH2:19][O:14]3)[N:9]=2)=[CH:6][CH:7]=1. (9) Given the reactants [Br:1][C:2]1[CH:25]=[CH:24][C:5]([CH2:6][N:7]([CH2:18][CH:19]([O:22][CH3:23])[O:20][CH3:21])[S:8]([C:11]2[CH:16]=[CH:15][C:14]([CH3:17])=[CH:13][CH:12]=2)(=[O:10])=[O:9])=[CH:4][CH:3]=1.BrC1C=CC(CNCC(OC)OC)=CC=1[Cl:41], predict the reaction product. The product is: [Br:1][C:2]1[CH:25]=[CH:24][C:5]([CH2:6][N:7]([CH2:18][CH:19]([O:20][CH3:21])[O:22][CH3:23])[S:8]([C:11]2[CH:16]=[CH:15][C:14]([CH3:17])=[CH:13][CH:12]=2)(=[O:10])=[O:9])=[CH:4][C:3]=1[Cl:41]. (10) Given the reactants CO.[CH:3]([O:8][CH3:9])([O:6][CH3:7])OC.[C:10]([C:14]1[CH:15]=[C:16](C(=O)C)[CH:17]=[C:18]([Cl:22])[C:19]=1[O:20][CH3:21])([CH3:13])([CH3:12])[CH3:11].[C:26](=O)([O-])[O-].[K+].[K+], predict the reaction product. The product is: [C:10]([C:14]1[C:19]([O:20][CH3:21])=[C:18]([Cl:22])[CH:17]=[C:16]([C:3]([O:6][CH3:7])([O:8][CH3:9])[CH3:26])[CH:15]=1)([CH3:13])([CH3:11])[CH3:12].